From a dataset of M1 muscarinic receptor agonist screen with 61,833 compounds. Binary Classification. Given a drug SMILES string, predict its activity (active/inactive) in a high-throughput screening assay against a specified biological target. The molecule is S(=O)(=O)(N1C(Cc2c1cccc2)C)c1[nH]cnc1. The result is 0 (inactive).